From a dataset of Full USPTO retrosynthesis dataset with 1.9M reactions from patents (1976-2016). Predict the reactants needed to synthesize the given product. (1) Given the product [CH2:2]([S:38]([C:15]1[N:19]([CH3:20])[N:18]=[C:17]([C:21]([F:22])([F:24])[F:23])[C:16]=1[C:25]1[S:26][C:27]2[C:32]([N:33]=1)=[CH:31][C:30]([C:34]([F:36])([F:37])[F:35])=[CH:29][N:28]=2)(=[O:42])=[O:40])[CH3:11], predict the reactants needed to synthesize it. The reactants are: Cl[C:2]1C=C(C=C[CH:11]=1)C(OO)=O.C(S[C:15]1[N:19]([CH3:20])[N:18]=[C:17]([C:21]([F:24])([F:23])[F:22])[C:16]=1[C:25]1[S:26][C:27]2[C:32]([N:33]=1)=[CH:31][C:30]([C:34]([F:37])([F:36])[F:35])=[CH:29][N:28]=2)C.[S:38]([O-:42])([O-])(=[O:40])=S.[Na+].[Na+]. (2) Given the product [F:1][C:2]1[N:3]=[C:4]([O:8][C:9]2[CH:14]=[CH:13][C:12]([CH2:15][CH2:16][CH3:17])=[CH:11][C:10]=2[OH:18])[CH:5]=[CH:6][CH:7]=1, predict the reactants needed to synthesize it. The reactants are: [F:1][C:2]1[CH:7]=[CH:6][CH:5]=[C:4]([O:8][C:9]2[CH:14]=[CH:13][C:12]([CH2:15][CH2:16][CH3:17])=[CH:11][C:10]=2[O:18]C)[N:3]=1.B(Br)(Br)Br.[NH4+].[Cl-]. (3) The reactants are: C1(P(C2CCCCC2)C2CCCCC2)CCCCC1.Br[C:21]1[C:29]2[S:28][N:27]=[CH:26][C:25]=2[CH:24]=[C:23]([F:30])[CH:22]=1.[CH3:31][C:32]1([CH3:48])[C:36]([CH3:38])([CH3:37])[O:35][B:34]([B:34]2[O:35][C:36]([CH3:38])([CH3:37])[C:32]([CH3:48])([CH3:31])[O:33]2)[O:33]1.C([O-])(=O)C.[K+]. Given the product [F:30][C:23]1[CH:22]=[C:21]([B:34]2[O:35][C:36]([CH3:38])([CH3:37])[C:32]([CH3:48])([CH3:31])[O:33]2)[C:29]2[S:28][N:27]=[CH:26][C:25]=2[CH:24]=1, predict the reactants needed to synthesize it. (4) Given the product [CH2:13]([N:15]1[C:19]([CH:20]([OH:22])[CH3:21])=[CH:18][N:17]=[C:16]1[O:23][C:24]1[CH:25]=[CH:26][C:27]([CH3:30])=[CH:28][CH:29]=1)[CH3:14], predict the reactants needed to synthesize it. The reactants are: [Li]CCCC.CC(OC(C)=O)=O.[CH2:13]([N:15]1[C:19]([C:20](=[O:22])[CH3:21])=[CH:18][N:17]=[C:16]1[O:23][C:24]1[CH:29]=[CH:28][C:27]([CH3:30])=[CH:26][CH:25]=1)[CH3:14].C(N1C=CN=C1OC1C=CC(C)=CC=1)C.[BH4-].[Na+]. (5) Given the product [CH3:19][S:20][C:21]([N:10]1[CH2:11][CH:12]([C:13]2[CH:14]=[CH:15][CH:16]=[CH:17][CH:18]=2)[C:8]([C:5]2[CH:4]=[CH:3][C:2]([Cl:1])=[CH:7][CH:6]=2)=[N:9]1)=[N:24][S:25]([C:28]1[CH:33]=[CH:32][C:31]([Cl:34])=[CH:30][CH:29]=1)(=[O:26])=[O:27], predict the reactants needed to synthesize it. The reactants are: [Cl:1][C:2]1[CH:7]=[CH:6][C:5]([C:8]2[CH:12]([C:13]3[CH:18]=[CH:17][CH:16]=[CH:15][CH:14]=3)[CH2:11][NH:10][N:9]=2)=[CH:4][CH:3]=1.[CH3:19][S:20][C:21](=[N:24][S:25]([C:28]1[CH:33]=[CH:32][C:31]([Cl:34])=[CH:30][CH:29]=1)(=[O:27])=[O:26])SC.C(N(CC)CC)C. (6) Given the product [Cl:1][C:2]1[CH:3]=[C:4]([CH:8]([O:19][CH2:21][CH2:22][NH:23][C:24]([O:25][CH3:26])=[O:27])[C:9]2[CH:10]=[C:11]([CH:16]=[CH:17][CH:18]=2)[C:12]([O:14][CH3:15])=[O:13])[CH:5]=[CH:6][CH:7]=1, predict the reactants needed to synthesize it. The reactants are: [Cl:1][C:2]1[CH:3]=[C:4]([CH:8]([OH:19])[C:9]2[CH:10]=[C:11]([CH:16]=[CH:17][CH:18]=2)[C:12]([O:14][CH3:15])=[O:13])[CH:5]=[CH:6][CH:7]=1.O[CH2:21][CH2:22][NH:23][C:24](=[O:27])[O:25][CH3:26].C1(C)C=CC(S(O)(=O)=O)=CC=1.C1(C)C=CC=CC=1. (7) Given the product [Br:1][C:2]1[CH:3]=[C:4]([C:5]([O:7][CH3:8])=[O:6])[CH:9]=[C:10]([C:15]2[CH:16]=[CH:17][C:18]([CH3:20])=[CH:19][C:14]=2[F:13])[CH:11]=1, predict the reactants needed to synthesize it. The reactants are: [Br:1][C:2]1[CH:3]=[C:4]([CH:9]=[C:10](I)[CH:11]=1)[C:5]([O:7][CH3:8])=[O:6].[F:13][C:14]1[CH:19]=[C:18]([CH3:20])[CH:17]=[CH:16][C:15]=1B(O)O.C(=O)([O-])[O-].[Na+].[Na+].